This data is from Catalyst prediction with 721,799 reactions and 888 catalyst types from USPTO. The task is: Predict which catalyst facilitates the given reaction. (1) Reactant: P([O-])([O-])([O-])=O.[K+].[K+].[K+].Cl[C:10]1[N:15]=[CH:14][NH:13][C:12]2=[N:16][CH:17]=[CH:18][C:11]=12.[CH3:19][CH:20]([N:22]1[C:26]([C:27]([NH:29][C:30]2[C:31]3[C:35]([CH:36]=[C:37](B4OC(C)(C)CC(C)(C)O4)[CH:38]=2)=[N:34][N:33](C2CCCCO2)[CH:32]=3)=[O:28])=[CH:25][CH:24]=[N:23]1)[CH3:21].O. Product: [CH3:21][CH:20]([N:22]1[C:26]([C:27]([NH:29][C:30]2[CH:38]=[C:37]([C:10]3[C:11]4[CH:18]=[CH:17][NH:16][C:12]=4[N:13]=[CH:14][N:15]=3)[CH:36]=[C:35]3[C:31]=2[CH:32]=[N:33][NH:34]3)=[O:28])=[CH:25][CH:24]=[N:23]1)[CH3:19]. The catalyst class is: 169. (2) Product: [CH2:23]([O:1][C:2]1[CH:3]=[CH:4][C:5]([CH2:8][C:9]([NH:12][C:13](=[O:22])[O:14][CH2:15][C:16]2[CH:21]=[CH:20][CH:19]=[CH:18][CH:17]=2)([CH3:11])[CH3:10])=[CH:6][CH:7]=1)[CH3:24]. The catalyst class is: 13. Reactant: [OH:1][C:2]1[CH:7]=[CH:6][C:5]([CH2:8][C:9]([NH:12][C:13](=[O:22])[O:14][CH2:15][C:16]2[CH:21]=[CH:20][CH:19]=[CH:18][CH:17]=2)([CH3:11])[CH3:10])=[CH:4][CH:3]=1.[CH2:23](I)[CH3:24].C(=O)([O-])[O-].[K+].[K+]. (3) Reactant: [Cl:1][C:2]1[C:10]2[N:9]=[C:8]3[N:11]([C:15]4[CH:20]=[CH:19][C:18]([Cl:21])=[CH:17][C:16]=4[Cl:22])[CH2:12][CH2:13][CH2:14][N:7]3[C:6]=2[C:5]([CH:23]([OH:26])[CH2:24][CH3:25])=[CH:4][CH:3]=1.[H-].[Na+].[CH:29]1([CH2:32]Br)[CH2:31][CH2:30]1. Product: [Cl:1][C:2]1[C:10]2[N:9]=[C:8]3[N:11]([C:15]4[CH:20]=[CH:19][C:18]([Cl:21])=[CH:17][C:16]=4[Cl:22])[CH2:12][CH2:13][CH2:14][N:7]3[C:6]=2[C:5]([CH:23]([O:26][CH2:32][CH:29]2[CH2:31][CH2:30]2)[CH2:24][CH3:25])=[CH:4][CH:3]=1. The catalyst class is: 9. (4) Reactant: [C:1]1([CH3:13])[CH:6]=[CH:5][C:4]([CH2:7][C:8]([O:10][CH2:11][CH3:12])=[O:9])=[CH:3][CH:2]=1.[Li+].[CH3:15]C([N-]C(C)C)C.CI.O. Product: [CH2:11]([O:10][C:8](=[O:9])[CH:7]([C:4]1[CH:3]=[CH:2][C:1]([CH3:13])=[CH:6][CH:5]=1)[CH3:15])[CH3:12]. The catalyst class is: 1. (5) Reactant: [CH2:1]([C:3]1[N:4]([C:14]2[CH:19]=[CH:18][C:17]([CH2:20][CH2:21][NH2:22])=[CH:16][CH:15]=2)[C:5]2[CH:10]=[C:9]([CH3:11])[N:8]=[C:7]([CH3:12])[C:6]=2[N:13]=1)[CH3:2].[S:23]([N:33]=[C:34]=[O:35])([C:26]1[CH:32]=[CH:31][C:29]([CH3:30])=[CH:28][CH:27]=1)(=[O:25])=[O:24].C. Product: [CH2:1]([C:3]1[N:4]([C:14]2[CH:15]=[CH:16][C:17]([CH2:20][CH2:21][NH:22][C:34]([NH:33][S:23]([C:26]3[CH:32]=[CH:31][C:29]([CH3:30])=[CH:28][CH:27]=3)(=[O:25])=[O:24])=[O:35])=[CH:18][CH:19]=2)[C:5]2[CH:10]=[C:9]([CH3:11])[N:8]=[C:7]([CH3:12])[C:6]=2[N:13]=1)[CH3:2]. The catalyst class is: 2. (6) Product: [CH2:22]([O:21][CH:4]([O:3][CH2:1][CH3:2])[C:5]1[O:13][C:12]2[C:11]([C:14]3[CH:15]=[C:16]([NH:17][S:30]([C:24]4[CH:29]=[CH:28][CH:27]=[CH:26][CH:25]=4)(=[O:32])=[O:31])[CH:18]=[CH:19][CH:20]=3)=[CH:10][N:9]=[CH:8][C:7]=2[CH:6]=1)[CH3:23]. Reactant: [CH2:1]([O:3][CH:4]([O:21][CH2:22][CH3:23])[C:5]1[O:13][C:12]2[C:11]([C:14]3[CH:15]=[C:16]([CH:18]=[CH:19][CH:20]=3)[NH2:17])=[CH:10][N:9]=[CH:8][C:7]=2[CH:6]=1)[CH3:2].[C:24]1([S:30](Cl)(=[O:32])=[O:31])[CH:29]=[CH:28][CH:27]=[CH:26][CH:25]=1. The catalyst class is: 17.